This data is from Full USPTO retrosynthesis dataset with 1.9M reactions from patents (1976-2016). The task is: Predict the reactants needed to synthesize the given product. (1) Given the product [Cl:50][C:51]1[CH:52]=[C:53]([NH:58][C:8]([N:1]2[CH2:7][CH2:6][CH2:5][N:4]([CH2:26][CH:27]3[CH2:32][CH2:31][CH2:30][N:29]([CH2:33][CH3:34])[CH2:28]3)[CH2:3][CH2:2]2)=[O:10])[CH:54]=[CH:55][C:56]=1[Cl:57], predict the reactants needed to synthesize it. The reactants are: [N:1]1([C:8]([O:10]C(C)(C)C)=O)[CH2:7][CH2:6][CH2:5][NH:4][CH2:3][CH2:2]1.CC1C=CC(S(O[CH2:26][CH:27]2[CH2:32][CH2:31][CH2:30][N:29]([CH2:33][CH3:34])[CH2:28]2)(=O)=O)=CC=1.C(=O)([O-])[O-].[K+].[K+].C(N(C(C)C)CC)(C)C.[Cl:50][C:51]1[CH:52]=[C:53]([N:58]=C=O)[CH:54]=[CH:55][C:56]=1[Cl:57]. (2) Given the product [F:36][C:33]1[CH:34]=[CH:35][C:30]([CH2:29][NH:28][C:23](=[O:24])[C:22]2[CH:21]=[CH:20][C:19]([S:16]([N:9]3[C:10]4[C:15](=[CH:14][CH:13]=[CH:12][CH:11]=4)[C:7]([C:1]4[CH:2]=[CH:3][CH:4]=[CH:5][CH:6]=4)=[CH:8]3)(=[O:18])=[O:17])=[CH:27][CH:26]=2)=[N:31][CH:32]=1, predict the reactants needed to synthesize it. The reactants are: [C:1]1([C:7]2[C:15]3[C:10](=[CH:11][CH:12]=[CH:13][CH:14]=3)[N:9]([S:16]([C:19]3[CH:27]=[CH:26][C:22]([C:23](O)=[O:24])=[CH:21][CH:20]=3)(=[O:18])=[O:17])[CH:8]=2)[CH:6]=[CH:5][CH:4]=[CH:3][CH:2]=1.[NH2:28][CH2:29][C:30]1[CH:35]=[CH:34][C:33]([F:36])=[CH:32][N:31]=1.CCN=C=NCCCN(C)C. (3) Given the product [CH2:1]([O:3][C:4]([N:6]1[CH:11]2[CH2:12][CH2:13][CH:7]1[CH2:8][CH:9]([N:14]1[CH2:19][CH2:18][CH:17]([N:23]([CH2:21][CH3:22])[C:24]3[CH:29]=[CH:28][CH:27]=[CH:26][CH:25]=3)[CH2:16][CH2:15]1)[CH2:10]2)=[O:5])[CH3:2], predict the reactants needed to synthesize it. The reactants are: [CH2:1]([O:3][C:4]([N:6]1[CH:11]2[CH2:12][CH2:13][CH:7]1[CH2:8][CH:9]([N:14]1[CH2:19][CH2:18][C:17](=O)[CH2:16][CH2:15]1)[CH2:10]2)=[O:5])[CH3:2].[CH2:21]([NH:23][C:24]1[CH:29]=[CH:28][CH:27]=[CH:26][CH:25]=1)[CH3:22].[BH-](OC(C)=O)(OC(C)=O)OC(C)=O.[Na+].CC(O)=O. (4) The reactants are: [CH3:1][C@@H:2]1[CH2:6][CH2:5][CH2:4][N:3]1[C:7]1[C:8](OS(C(F)(F)F)(=O)=O)=[N:9][C:10]2[C:15]([N:16]=1)=[CH:14][C:13]([C:17]([O:19][CH3:20])=[O:18])=[CH:12][CH:11]=2.[O:29]1[C:33]2[CH:34]=[CH:35][C:36](B3OC(C)(C)C(C)(C)O3)=[CH:37][C:32]=2[O:31][CH2:30]1.[O-]P([O-])([O-])=O.[K+].[K+].[K+]. Given the product [O:29]1[C:33]2[CH:34]=[CH:35][C:36]([C:8]3[C:7]([N:3]4[CH2:4][CH2:5][CH2:6][C@H:2]4[CH3:1])=[N:16][C:15]4[C:10](=[CH:11][CH:12]=[C:13]([C:17]([O:19][CH3:20])=[O:18])[CH:14]=4)[N:9]=3)=[CH:37][C:32]=2[O:31][CH2:30]1, predict the reactants needed to synthesize it. (5) Given the product [F:3][C:4]1[CH:9]=[C:8]([F:10])[CH:7]=[CH:6][C:5]=1[NH:11][C:12]1[N:21]=[CH:20][CH:19]=[CH:18][C:13]=1[C:14]([OH:16])=[O:15], predict the reactants needed to synthesize it. The reactants are: [OH-].[Li+].[F:3][C:4]1[CH:9]=[C:8]([F:10])[CH:7]=[CH:6][C:5]=1[NH:11][C:12]1[N:21]=[CH:20][CH:19]=[CH:18][C:13]=1[C:14]([O:16]C)=[O:15]. (6) Given the product [Ag:10].[NH2:1][C@H:2]([C:7]([OH:9])=[O:8])[CH2:3][CH:4]([CH3:6])[CH3:5], predict the reactants needed to synthesize it. The reactants are: [NH2:1][C@H:2]([C:7]([OH:9])=[O:8])[CH2:3][CH:4]([CH3:6])[CH3:5].[Ag:10]. (7) Given the product [N:1]1([C:7]2[O:8][C:9]([C:16]([OH:18])=[O:17])=[C:10]([C:12]([F:14])([F:15])[F:13])[N:11]=2)[CH2:2][CH2:3][CH2:4][CH2:5][CH2:6]1, predict the reactants needed to synthesize it. The reactants are: [N:1]1([C:7]2[O:8][C:9]([C:16]([O:18]CC)=[O:17])=[C:10]([C:12]([F:15])([F:14])[F:13])[N:11]=2)[CH2:6][CH2:5][CH2:4][CH2:3][CH2:2]1. (8) Given the product [CH3:12][O:13][C:14]1[CH:15]=[C:16]([CH:17]([N:18]([CH3:20])[CH3:19])[C:10]2[C:9]3[C:4](=[CH:5][CH:6]=[CH:7][CH:8]=3)[NH:3][C:2]=2[CH3:1])[CH:21]=[CH:22][C:23]=1[O:24][CH3:25], predict the reactants needed to synthesize it. The reactants are: [CH3:1][C:2]1[NH:3][C:4]2[C:9]([CH:10]=1)=[CH:8][CH:7]=[CH:6][CH:5]=2.[Cl-].[CH3:12][O:13][C:14]1[CH:15]=[C:16]([CH:21]=[CH:22][C:23]=1[O:24][CH3:25])[CH:17]=[N+:18]([CH3:20])[CH3:19].COC1C=C(C=CC=1OC)C=O.CNC.